This data is from NCI-60 drug combinations with 297,098 pairs across 59 cell lines. The task is: Regression. Given two drug SMILES strings and cell line genomic features, predict the synergy score measuring deviation from expected non-interaction effect. (1) Drug 1: CC12CCC(CC1=CCC3C2CCC4(C3CC=C4C5=CN=CC=C5)C)O. Drug 2: CCCS(=O)(=O)NC1=C(C(=C(C=C1)F)C(=O)C2=CNC3=C2C=C(C=N3)C4=CC=C(C=C4)Cl)F. Cell line: HOP-92. Synergy scores: CSS=1.72, Synergy_ZIP=4.38, Synergy_Bliss=-3.68, Synergy_Loewe=-3.97, Synergy_HSA=-4.31. (2) Drug 1: C1=NC2=C(N=C(N=C2N1C3C(C(C(O3)CO)O)O)F)N. Drug 2: CC(C)CN1C=NC2=C1C3=CC=CC=C3N=C2N. Cell line: MDA-MB-231. Synergy scores: CSS=19.4, Synergy_ZIP=2.37, Synergy_Bliss=1.88, Synergy_Loewe=1.72, Synergy_HSA=2.29. (3) Drug 1: CC1=C(C=C(C=C1)C(=O)NC2=CC(=CC(=C2)C(F)(F)F)N3C=C(N=C3)C)NC4=NC=CC(=N4)C5=CN=CC=C5. Drug 2: C1CN(P(=O)(OC1)NCCCl)CCCl. Cell line: T-47D. Synergy scores: CSS=-4.34, Synergy_ZIP=2.82, Synergy_Bliss=0.768, Synergy_Loewe=-0.942, Synergy_HSA=-5.14. (4) Drug 1: C1=CC=C(C(=C1)C(C2=CC=C(C=C2)Cl)C(Cl)Cl)Cl. Drug 2: CCN(CC)CCCC(C)NC1=C2C=C(C=CC2=NC3=C1C=CC(=C3)Cl)OC. Cell line: OVCAR-4. Synergy scores: CSS=6.16, Synergy_ZIP=3.29, Synergy_Bliss=1.35, Synergy_Loewe=-0.698, Synergy_HSA=0.665. (5) Drug 1: C1CN(P(=O)(OC1)NCCCl)CCCl. Drug 2: COCCOC1=C(C=C2C(=C1)C(=NC=N2)NC3=CC=CC(=C3)C#C)OCCOC.Cl. Cell line: SK-MEL-2. Synergy scores: CSS=-12.2, Synergy_ZIP=7.30, Synergy_Bliss=7.14, Synergy_Loewe=-8.06, Synergy_HSA=-5.42. (6) Drug 1: C1=NC2=C(N1)C(=S)N=C(N2)N. Synergy scores: CSS=46.5, Synergy_ZIP=-1.54, Synergy_Bliss=-3.28, Synergy_Loewe=-27.2, Synergy_HSA=-2.06. Cell line: SK-MEL-28. Drug 2: CC=C1C(=O)NC(C(=O)OC2CC(=O)NC(C(=O)NC(CSSCCC=C2)C(=O)N1)C(C)C)C(C)C. (7) Drug 1: C1CN(P(=O)(OC1)NCCCl)CCCl. Drug 2: N.N.Cl[Pt+2]Cl. Cell line: DU-145. Synergy scores: CSS=45.0, Synergy_ZIP=2.74, Synergy_Bliss=-0.715, Synergy_Loewe=-25.1, Synergy_HSA=0.488.